Dataset: Catalyst prediction with 721,799 reactions and 888 catalyst types from USPTO. Task: Predict which catalyst facilitates the given reaction. (1) Reactant: [N:1]([C:4]1[CH:9]=[C:8]([Cl:10])[CH:7]=[CH:6][C:5]=1[N+:11]([O-:13])=[O:12])=[N+:2]=[N-:3].[CH3:14][CH:15]([CH3:20])[C:16]#[C:17][Mg]Cl.CC(C)C#C.C([Mg]Cl)(C)C. Product: [Cl:10][C:8]1[CH:7]=[CH:6][C:5]([N+:11]([O-:13])=[O:12])=[C:4]([N:1]2[C:16]([CH:15]([CH3:20])[CH3:14])=[CH:17][N:3]=[N:2]2)[CH:9]=1. The catalyst class is: 1. (2) Reactant: ClC(Cl)(Cl)[C:3]([C:5]1[N:14]2[C:8]([CH2:9][N:10]([C:19]([C:21]3[CH:26]=[CH:25][C:24]([C:27]4[CH:32]=[CH:31][CH:30]=[CH:29][C:28]=4[O:33][CH3:34])=[CH:23][CH:22]=3)=[O:20])[C:11]3[CH:18]=[CH:17][CH:16]=[CH:15][C:12]=3[CH2:13]2)=[CH:7][CH:6]=1)=[O:4].Cl.Cl.Cl.[N:40]1[CH:45]=[CH:44][CH:43]=[C:42]([CH:46]([N:49]2[CH2:53][CH2:52][CH2:51][CH2:50]2)[CH2:47][NH2:48])[CH:41]=1.C(N(CC)CC)C.CS(C)=O. Product: [CH3:34][O:33][C:28]1[CH:29]=[CH:30][CH:31]=[CH:32][C:27]=1[C:24]1[CH:25]=[CH:26][C:21]([C:19]([N:10]2[C:11]3[CH:18]=[CH:17][CH:16]=[CH:15][C:12]=3[CH2:13][N:14]3[C:5]([C:3]([NH:48][CH2:47][CH:46]([C:42]4[CH:41]=[N:40][CH:45]=[CH:44][CH:43]=4)[N:49]4[CH2:53][CH2:52][CH2:51][CH2:50]4)=[O:4])=[CH:6][CH:7]=[C:8]3[CH2:9]2)=[O:20])=[CH:22][CH:23]=1. The catalyst class is: 10. (3) Reactant: [F:1][C:2]([F:10])([F:9])[C:3]([CH3:8])([CH3:7])[C:4]([OH:6])=[O:5].C(Cl)(=O)C(Cl)=O.C(N(CC)CC)C.[CH2:24](O)[CH2:25][CH2:26][CH3:27]. Product: [CH2:24]([O:5][C:4](=[O:6])[C:3]([CH3:8])([CH3:7])[C:2]([F:10])([F:9])[F:1])[CH2:25][CH2:26][CH3:27]. The catalyst class is: 59. (4) Reactant: [CH2:1]([CH:3]([O:6][C:7]1[CH:12]=[C:11]([CH3:13])[N:10]=[C:9]([O:14][C:15]2[C:20]([CH3:21])=[CH:19][C:18]([OH:22])=[CH:17][C:16]=2[CH3:23])[C:8]=1[CH3:24])[CH2:4][CH3:5])[CH3:2].[H-].[Na+].[CH3:27]I. Product: [CH2:1]([CH:3]([O:6][C:7]1[CH:12]=[C:11]([CH3:13])[N:10]=[C:9]([O:14][C:15]2[C:20]([CH3:21])=[CH:19][C:18]([O:22][CH3:27])=[CH:17][C:16]=2[CH3:23])[C:8]=1[CH3:24])[CH2:4][CH3:5])[CH3:2]. The catalyst class is: 1. (5) Reactant: CN(C)[C:3]([C:5]1([C:8]2[CH:13]=[CH:12][CH:11]=[CH:10][CH:9]=2)[CH2:7][CH2:6]1)=[O:4].[CH3:15][Li].[Cl-].[NH4+]. Product: [C:8]1([C:5]2([C:3](=[O:4])[CH3:15])[CH2:7][CH2:6]2)[CH:13]=[CH:12][CH:11]=[CH:10][CH:9]=1. The catalyst class is: 1. (6) Reactant: [CH2:1]([OH:8])[C:2]1[CH:7]=[CH:6][CH:5]=[CH:4][CH:3]=1.[C:9]([Cu])#[N:10].C[CH2:13][O:14]C(C)=O.[NH4+].[Cl-].[NH4+].[OH-]. Product: [OH:8][CH2:1][C:2]1[CH:7]=[CH:6][C:5]([C:9]#[N:10])=[CH:4][C:3]=1[O:14][CH3:13]. The catalyst class is: 3. (7) Reactant: [Cl:1][C:2]1[CH:7]=[C:6]([O:8][CH2:9][CH3:10])[CH:5]=[CH:4][N:3]=1.OS(O)(=O)=O.[Br:16]N1C(=O)CCC1=O. Product: [Br:16][C:5]1[C:6]([O:8][CH2:9][CH3:10])=[CH:7][C:2]([Cl:1])=[N:3][CH:4]=1. The catalyst class is: 425. (8) Reactant: [CH3:1][C:2]1[CH:12]=[CH:11][C:10]([N:13]2[CH2:18][CH2:17][NH:16][CH2:15][CH2:14]2)=[CH:9][C:3]=1[C:4]([O:6][CH2:7][CH3:8])=[O:5].C(=O)([O-])[O-].[K+].[K+].[F:25][C:26]([F:49])([F:48])[CH2:27][NH:28][C:29]([C:31]1([CH2:44][CH2:45][CH2:46]Br)[C:43]2[CH:42]=[CH:41][CH:40]=[CH:39][C:38]=2[C:37]2[C:32]1=[CH:33][CH:34]=[CH:35][CH:36]=2)=[O:30]. Product: [F:25][C:26]([F:48])([F:49])[CH2:27][NH:28][C:29]([C:31]1([CH2:44][CH2:45][CH2:46][N:16]2[CH2:15][CH2:14][N:13]([C:10]3[CH:11]=[CH:12][C:2]([CH3:1])=[C:3]([CH:9]=3)[C:4]([O:6][CH2:7][CH3:8])=[O:5])[CH2:18][CH2:17]2)[C:43]2[CH:42]=[CH:41][CH:40]=[CH:39][C:38]=2[C:37]2[C:32]1=[CH:33][CH:34]=[CH:35][CH:36]=2)=[O:30]. The catalyst class is: 39. (9) Product: [Br:1][C:2]1[CH:3]=[CH:4][C:5]([S:8]([C:11]2[CH:16]=[CH:15][C:14]([NH2:18])=[N:13][CH:12]=2)(=[O:10])=[O:9])=[N:6][CH:7]=1. The catalyst class is: 14. Reactant: [Br:1][C:2]1[CH:3]=[CH:4][C:5]([S:8]([C:11]2[CH:12]=[N:13][C:14](Cl)=[CH:15][CH:16]=2)(=[O:10])=[O:9])=[N:6][CH:7]=1.[NH4+:18].[OH-].